From a dataset of Catalyst prediction with 721,799 reactions and 888 catalyst types from USPTO. Predict which catalyst facilitates the given reaction. (1) Reactant: [CH3:1][O:2][CH2:3][C:4]1[S:8][C:7]([NH2:9])=[N:6][N:5]=1.[C:10](O[C:10]([O:12][C:13]([CH3:16])([CH3:15])[CH3:14])=[O:11])([O:12][C:13]([CH3:16])([CH3:15])[CH3:14])=[O:11]. Product: [CH3:1][O:2][CH2:3][C:4]1[S:8][C:7]([NH:9][C:10](=[O:11])[O:12][C:13]([CH3:16])([CH3:15])[CH3:14])=[N:6][N:5]=1. The catalyst class is: 4. (2) Reactant: [F:1][C:2]1([F:32])[CH2:5][CH:4]([C:6]2[O:10][N:9]=[C:8]([C:11]3[CH:12]=[CH:13][C:14]([CH3:31])=[C:15]([NH:17][C:18]([C:20]4[N:24]5[CH:25]=[C:26]([CH2:29][OH:30])[CH:27]=[CH:28][C:23]5=[N:22][CH:21]=4)=[O:19])[CH:16]=3)[N:7]=2)[CH2:3]1.CCN(C(C)C)C(C)C.CS(Cl)(=O)=O.C([O-])([O-])=O.[K+].[K+].[F:53][CH2:54][CH2:55]O. Product: [F:32][C:2]1([F:1])[CH2:5][CH:4]([C:6]2[O:10][N:9]=[C:8]([C:11]3[CH:12]=[CH:13][C:14]([CH3:31])=[C:15]([NH:17][C:18]([C:20]4[N:24]5[CH:25]=[C:26]([CH2:29][O:30][CH2:55][CH2:54][F:53])[CH:27]=[CH:28][C:23]5=[N:22][CH:21]=4)=[O:19])[CH:16]=3)[N:7]=2)[CH2:3]1. The catalyst class is: 2. (3) Product: [OH:20][CH2:17][C:18]1[N:1]([CH2:4][CH2:5][N:6]2[C:7](=[O:16])[C:8]3[C:13](=[CH:12][CH:11]=[CH:10][CH:9]=3)[C:14]2=[O:15])[N:2]=[N:3][CH:19]=1. Reactant: [N:1]([CH2:4][CH2:5][N:6]1[C:14](=[O:15])[C:13]2[C:8](=[CH:9][CH:10]=[CH:11][CH:12]=2)[C:7]1=[O:16])=[N+:2]=[N-:3].[CH2:17]([OH:20])[C:18]#[CH:19]. The catalyst class is: 11. (4) Reactant: [Br:1][C:2]1[CH:3]=[CH:4][C:5]([F:30])=[C:6]([C@:8]([NH:18][CH2:19][C:20]2[CH:25]=[CH:24][C:23]([O:26][CH3:27])=[CH:22][C:21]=2[O:28][CH3:29])([CH3:17])[CH2:9][S:10][CH2:11][C:12]([O:14]CC)=[O:13])[CH:7]=1.[OH-].[Li+].Cl. Product: [Br:1][C:2]1[CH:3]=[CH:4][C:5]([F:30])=[C:6]([C@:8]([NH:18][CH2:19][C:20]2[CH:25]=[CH:24][C:23]([O:26][CH3:27])=[CH:22][C:21]=2[O:28][CH3:29])([CH3:17])[CH2:9][S:10][CH2:11][C:12]([OH:14])=[O:13])[CH:7]=1. The catalyst class is: 193. (5) Reactant: C[O:2][C:3]1[C:20]([O:21]C)=[CH:19][C:18]2[C:17]3[C:12](=[CH:13][C:14]([O:25]C)=[C:15]([O:23]C)[CH:16]=3)[C:11]3[C:6](=[CH:7][C:8]([O:29]C)=[C:9]([O:27]C)[CH:10]=3)[C:5]=2[CH:4]=1.I. Product: [OH2:2].[OH:2][C:3]1[C:20]([OH:21])=[CH:19][C:18]2[C:17]3[C:12](=[CH:13][C:14]([OH:25])=[C:15]([OH:23])[CH:16]=3)[C:11]3[C:6](=[CH:7][C:8]([OH:29])=[C:9]([OH:27])[CH:10]=3)[C:5]=2[CH:4]=1. The catalyst class is: 15. (6) Reactant: [CH3:1][O:2][C:3]1[CH:4]=[C:5]2[C:9](=[CH:10][C:11]=1[O:12][CH3:13])[C:8](=[O:14])/[C:7](=[CH:15]/[C:16]1([F:29])[CH2:21][CH2:20][N:19]([C:22]([O:24][C:25]([CH3:28])([CH3:27])[CH3:26])=[O:23])[CH2:18][CH2:17]1)/[CH2:6]2.[H][H]. Product: [CH3:1][O:2][C:3]1[CH:4]=[C:5]2[C:9](=[CH:10][C:11]=1[O:12][CH3:13])[C:8](=[O:14])[CH:7]([CH2:15][C:16]1([F:29])[CH2:21][CH2:20][N:19]([C:22]([O:24][C:25]([CH3:27])([CH3:26])[CH3:28])=[O:23])[CH2:18][CH2:17]1)[CH2:6]2. The catalyst class is: 43.